This data is from Forward reaction prediction with 1.9M reactions from USPTO patents (1976-2016). The task is: Predict the product of the given reaction. (1) Given the reactants [N-:1]=[N+:2]=[N-:3].[Na+].C1OCCOCCOCCOCCOC1.CS(O[CH:25]([CH2:39][C:40]1[CH:45]=[CH:44][CH:43]=[CH:42][CH:41]=1)[CH2:26][CH2:27][CH2:28][C:29]1[CH:38]=[CH:37][CH:36]=[CH:35][C:30]=1[C:31]([O:33][CH3:34])=[O:32])(=O)=O.C(Cl)Cl, predict the reaction product. The product is: [N:1]([CH:25]([CH2:39][C:40]1[CH:41]=[CH:42][CH:43]=[CH:44][CH:45]=1)[CH2:26][CH2:27][CH2:28][C:29]1[CH:38]=[CH:37][CH:36]=[CH:35][C:30]=1[C:31]([O:33][CH3:34])=[O:32])=[N+:2]=[N-:3]. (2) Given the reactants [F:1][C:2]1[CH:3]=[C:4]([C:15]2[CH:20]=[CH:19][C:18]([C:21]([F:24])([F:23])[F:22])=[CH:17][C:16]=2[O:25]COCC[Si](C)(C)C)[CH:5]=[CH:6][C:7]=1[C:8]1[CH:9]=[N:10][C:11]([NH2:14])=[N:12][CH:13]=1.C(O)(=O)C.Cl, predict the reaction product. The product is: [NH2:14][C:11]1[N:10]=[CH:9][C:8]([C:7]2[CH:6]=[CH:5][C:4]([C:15]3[C:16]([OH:25])=[CH:17][C:18]([C:21]([F:24])([F:22])[F:23])=[CH:19][CH:20]=3)=[CH:3][C:2]=2[F:1])=[CH:13][N:12]=1. (3) Given the reactants Br[C:2]1[CH:7]=[CH:6][CH:5]=[CH:4][C:3]=1[CH2:8][OH:9].C([Li])(C)(C)C.[Br:15][C:16]1[CH:17]=[C:18]2[C:24]([CH:25]=[O:26])=[CH:23][N:22]([CH2:27][O:28][C:29](=[O:34])[C:30]([CH3:33])([CH3:32])[CH3:31])[C:19]2=[N:20][CH:21]=1, predict the reaction product. The product is: [Br:15][C:16]1[CH:17]=[C:18]2[C:24]([CH:25]([OH:26])[C:2]3[CH:7]=[CH:6][CH:5]=[CH:4][C:3]=3[CH2:8][OH:9])=[CH:23][N:22]([CH2:27][O:28][C:29](=[O:34])[C:30]([CH3:32])([CH3:31])[CH3:33])[C:19]2=[N:20][CH:21]=1. (4) Given the reactants [CH2:1]([O:8][C:9]1[CH:10]=[C:11]([CH2:15][CH2:16][OH:17])[CH:12]=[CH:13][CH:14]=1)[C:2]1[CH:7]=[CH:6][CH:5]=[CH:4][CH:3]=1.CC(OI1(OC(C)=O)(OC(C)=O)OC(=O)C2C=CC=CC1=2)=O.C([O-])(O)=O.[Na+].S([O-])([O-])(=O)=S.[Na+].[Na+], predict the reaction product. The product is: [CH2:1]([O:8][C:9]1[CH:10]=[C:11]([CH2:15][CH:16]=[O:17])[CH:12]=[CH:13][CH:14]=1)[C:2]1[CH:3]=[CH:4][CH:5]=[CH:6][CH:7]=1. (5) Given the reactants [Br:1][C:2]1[C:7]([CH3:8])=[CH:6][C:5](Br)=[CH:4][C:3]=1[CH3:10].[O:11]1[CH2:16][CH:15]=[C:14](B2OC(C)(C)C(C)(C)O2)[CH2:13][CH2:12]1.[O-]P([O-])([O-])=O.[K+].[K+].[K+], predict the reaction product. The product is: [Br:1][C:2]1[C:7]([CH3:8])=[CH:6][C:5]([C:14]2[CH2:15][CH2:16][O:11][CH2:12][CH:13]=2)=[CH:4][C:3]=1[CH3:10]. (6) Given the reactants [C:1]1([C:7]2[C:23]([C:24]3[CH:29]=[CH:28][C:27]([C:30]4([NH:34]C(=O)OC(C)(C)C)[CH2:33][CH2:32][CH2:31]4)=[CH:26][CH:25]=3)=[N:22][C:10]3[O:11][CH2:12][C:13]4[N:14]([C:15]([C:18]([F:21])([F:20])[F:19])=[N:16][N:17]=4)[C:9]=3[CH:8]=2)[CH:6]=[CH:5][CH:4]=[CH:3][CH:2]=1, predict the reaction product. The product is: [C:1]1([C:7]2[C:23]([C:24]3[CH:25]=[CH:26][C:27]([C:30]4([NH2:34])[CH2:33][CH2:32][CH2:31]4)=[CH:28][CH:29]=3)=[N:22][C:10]3[O:11][CH2:12][C:13]4[N:14]([C:15]([C:18]([F:20])([F:19])[F:21])=[N:16][N:17]=4)[C:9]=3[CH:8]=2)[CH:2]=[CH:3][CH:4]=[CH:5][CH:6]=1. (7) Given the reactants [N+:1]([C:4]1[CH:5]=[C:6]([CH:17]=[CH:18][C:19]=1[N+:20]([O-])=O)[NH:7][C:8](=[O:16])[C:9]1[CH:14]=[CH:13][C:12]([OH:15])=[CH:11][CH:10]=1)([O-])=O.[O:23]1[CH2:28][CH2:27][N:26]([C:29]2[CH:36]=[CH:35][C:32]([CH:33]=O)=[CH:31][CH:30]=2)[CH2:25][CH2:24]1, predict the reaction product. The product is: [O:23]1[CH2:28][CH2:27][N:26]([C:29]2[CH:36]=[CH:35][C:32]([C:33]3[NH:20][C:19]4[CH:18]=[CH:17][C:6]([NH:7][C:8](=[O:16])[C:9]5[CH:14]=[CH:13][C:12]([OH:15])=[CH:11][CH:10]=5)=[CH:5][C:4]=4[N:1]=3)=[CH:31][CH:30]=2)[CH2:25][CH2:24]1. (8) Given the reactants [CH2:1]([O:8][C:9]1[C:18]([CH:19]=[O:20])=[CH:17][CH:16]=[CH:15][C:10]=1[C:11](OC)=[O:12])[C:2]1[CH:7]=[CH:6][CH:5]=[CH:4][CH:3]=1.[OH-].[Na+].Cl.[Cl:24][C:25]1[CH:26]=[N+:27]([O-:50])[CH:28]=[C:29]([Cl:49])[C:30]=1[CH2:31][C@@H:32]([C:34]1[CH:39]=[CH:38][C:37]([O:40][CH:41]([F:43])[F:42])=[C:36]([O:44][CH2:45][CH:46]2[CH2:48][CH2:47]2)[CH:35]=1)[OH:33].Cl.CN(C)CCCN=C=NCC, predict the reaction product. The product is: [CH2:1]([O:8][C:9]1[C:18]([CH:19]=[O:20])=[CH:17][CH:16]=[CH:15][C:10]=1[C:11]([O:33][C@H:32]([C:34]1[CH:39]=[CH:38][C:37]([O:40][CH:41]([F:43])[F:42])=[C:36]([O:44][CH2:45][CH:46]2[CH2:48][CH2:47]2)[CH:35]=1)[CH2:31][C:30]1[C:29]([Cl:49])=[CH:28][N+:27]([O-:50])=[CH:26][C:25]=1[Cl:24])=[O:12])[C:2]1[CH:3]=[CH:4][CH:5]=[CH:6][CH:7]=1. (9) Given the reactants [F:1][C:2]1[CH:36]=[C:35]([N+:37]([O-])=O)[CH:34]=[CH:33][C:3]=1[O:4][C:5]1[C:10]2[S:11][C:12]([C:14]3[N:19]=[C:18]([CH2:20][N:21]([CH2:29][CH2:30][O:31][CH3:32])[C:22](=[O:28])[O:23][C:24]([CH3:27])([CH3:26])[CH3:25])[CH:17]=[CH:16][CH:15]=3)=[CH:13][C:9]=2C=[CH:7][CH:6]=1.[NH4+:40].[Cl-].CCO, predict the reaction product. The product is: [NH2:37][C:35]1[CH:34]=[CH:33][C:3]([O:4][C:5]2[CH:6]=[CH:7][N:40]=[C:9]3[CH:13]=[C:12]([C:14]4[N:19]=[C:18]([CH2:20][N:21]([CH2:29][CH2:30][O:31][CH3:32])[C:22](=[O:28])[O:23][C:24]([CH3:25])([CH3:27])[CH3:26])[CH:17]=[CH:16][CH:15]=4)[S:11][C:10]=23)=[C:2]([F:1])[CH:36]=1.